Task: Predict the reactants needed to synthesize the given product.. Dataset: Full USPTO retrosynthesis dataset with 1.9M reactions from patents (1976-2016) (1) Given the product [Br:82][C:83]1[CH:84]=[C:85]([CH:88]=[C:89]([C:91]2([C:94]([F:97])([F:96])[F:95])[N:93]=[N:92]2)[CH:90]=1)[CH2:17][NH:16][C@H:15]([C:34]([NH:47][C@H:46]([C:65]([NH2:101])=[O:67])[CH2:45][C:44]1[CH:43]=[CH:42][C:70]([C:71]([F:72])([F:73])[P:74]([O-:76])([O-:79])=[O:75])=[CH:69][CH:68]=1)=[O:35])[CH2:14][C:13]1[CH:37]=[CH:38][C:10]([C:9]([F:40])([F:39])[P:4]([O-:6])([O-:3])=[O:5])=[CH:11][CH:12]=1.[NH4+:16].[NH4+:16].[NH4+:16].[NH4+:16], predict the reactants needed to synthesize it. The reactants are: C([O:3][P:4]([C:9]([F:40])([F:39])[C:10]1[CH:38]=[CH:37][C:13]([CH2:14][C@@H:15]([C:34](O)=[O:35])[NH:16][C:17](OCC2C3C=CC=CC=3C3C2=CC=CC=3)=O)=[CH:12][CH:11]=1)([O:6]CC)=[O:5])C.Br[C:42]1[CH:43]=[C:44]([CH:68]=[CH:69][C:70]=1[C:71]([P:74]([O:79]CC)([O:76]CC)=[O:75])([F:73])[F:72])[CH2:45][C@@H:46]([C:65]([OH:67])=O)[NH:47]C(OCC1C2C=CC=CC=2C2C1=CC=CC=2)=O.[Br:82][C:83]1[CH:84]=[C:85]([CH:88]=[C:89]([C:91]2([C:94]([F:97])([F:96])[F:95])[N:93]=[N:92]2)[CH:90]=1)CBr.C([N:101](C(C)C)CC)(C)C.IC1C=C(C=C(C2(C(F)(F)F)N=N2)C=1)C(O)=O.CN(C(ON1N=NC2C=CC=NC1=2)=[N+](C)C)C.F[P-](F)(F)(F)(F)F. (2) Given the product [Cl:22][C:23]1[CH:28]=[CH:27][C:26]([NH:29][C:30]([NH:19][C:16]2[CH:17]=[CH:18][C:13]([N:8]3[C:9]4[C:5](=[CH:4][C:3]([C:1]#[N:2])=[CH:11][CH:10]=4)[CH:6]=[CH:7]3)=[CH:14][CH:15]=2)=[O:31])=[CH:25][C:24]=1[C:32]([F:33])([F:34])[F:35], predict the reactants needed to synthesize it. The reactants are: [C:1]([C:3]1[CH:4]=[C:5]2[C:9](=[CH:10][CH:11]=1)[NH:8][CH:7]=[CH:6]2)#[N:2].F[C:13]1[CH:18]=[CH:17][C:16]([N+:19]([O-])=O)=[CH:15][CH:14]=1.[Cl:22][C:23]1[CH:28]=[CH:27][C:26]([N:29]=[C:30]=[O:31])=[CH:25][C:24]=1[C:32]([F:35])([F:34])[F:33]. (3) Given the product [C:13]([NH:12][C@@H:8]([CH:7]([C:1]1[CH:6]=[CH:5][CH:4]=[CH:3][CH:2]=1)[C:4]1[CH:3]=[CH:2][CH:1]=[CH:6][CH:5]=1)[C:9]([OH:11])=[O:10])(=[O:15])[CH3:14], predict the reactants needed to synthesize it. The reactants are: [CH:1]1[CH:6]=[CH:5][C:4]([CH2:7][C@H:8]([NH2:12])[C:9]([OH:11])=[O:10])=[CH:3][CH:2]=1.[C:13](Cl)(=[O:15])[CH3:14].